From a dataset of Experimentally validated miRNA-target interactions with 360,000+ pairs, plus equal number of negative samples. Binary Classification. Given a miRNA mature sequence and a target amino acid sequence, predict their likelihood of interaction. (1) Result: 0 (no interaction). The protein sequence of the target gene is MGPDRVTARELCENDDLATSLVLDPYLGFRTHKMNVSPVPTLRRQHHLRSALEAFLRQRDLEAAFRALTLGGWMAHYFQSRAPRQEAALKTHIFCYLRAFLPESGFTILPCTRYSMETNGAKIVSTRAWKKNEKLELLVGCIAELREEDEDLLRAGENDFSIMYSTRKRSAQLWLGPAAFINHDCKPNCKFVPSDGNTACVKVLRDIEPGDEVTCFYGEGFFGEKNEHCECYTCERKGEGAFRLQPREPELRPKPLDKYELRETKRRLQQGLVSSQQSLMSRWACSHLSPLRPDPFCAAC.... The miRNA is mmu-miR-1964-3p with sequence CCGACUUCUGGGCUCCGGCUUU. (2) The miRNA is hsa-miR-93-5p with sequence CAAAGUGCUGUUCGUGCAGGUAG. The protein sequence of the target gene is MEEYEKFCEKSLARIQEASLSTESFLPAQSESISLIRFHGVAILSPLLNIEKRKEMQQEKQKALDVEARKQVNRKKALLTRVQEILDNVQVRKAPNASDFDQWEMETVYSNSEVRNLNVPATFPNSFPSHTEHSTAAKLDKIAGILPLDNEDQCKTDGIDLARDSEGFNSPKQCDSSNISHVENEAFPKTSSATPQETLISDGPFSVNEQQDLPLLAEVIPDPYVMSLQNLMKKSKEYIEREQSRRSLRGSINRIVNESHLDKEHDAVEVADCVKEKGQLTGKHCVSVIPDKPSLNKSNV.... Result: 1 (interaction). (3) The miRNA is hsa-miR-519d-3p with sequence CAAAGUGCCUCCCUUUAGAGUG. Result: 1 (interaction). The protein sequence of the target gene is MCTGKCARCVGLSLITLCLVCIVANALLLVPNGETSWTNTNHLSLQVWLMGGFIGGGLMVLCPGIAAVRAGGKGCCGAGCCGNRCRMLRSVFSSAFGVLGAIYCLSVSGAGLRNGPRCLMNGEWGYHFEDTAGAYLLNRTLWDRCEAPPRVVPWNVTLFSLLVAASCLEIVLCGIQLVNATIGVFCGDCRKKQDTPH. (4) The miRNA is mmu-miR-547-3p with sequence CUUGGUACAUCUUUGAGUGAG. The protein sequence of the target gene is MALSCTLNRYLLLMAQEHLEFRLPEIKSLLLLFGGQFASSQETYGKSPFWILSIPSEDIARNLMKRTVCAKSIFELWGHGQSPEELYSSLKNYPVEKMVPFLHSDSTYKIKIHTFNKTLTQEEKIKRIDALEFLPFEGKVNLKKPQHVFSVLEDYGLDPNCIPENPHNIYFGRWIADGQRELIESYSVKKRHFIGNTSMDAGLSFIMANHGKVKENDIVFDPFVGTGGLLIACAHFGAYVYGTDIDYNTVHGLGKATRKNQKWRGPDENIRANLRQYGLEKYYLDVLVSDASKPSWRKGT.... Result: 0 (no interaction). (5) The miRNA is hsa-miR-618 with sequence AAACUCUACUUGUCCUUCUGAGU. The protein sequence of the target gene is MAARGGGAGGAGSGSGPSAGTAGEAAEPALRPGEVAALHPQEVAARLQRMRRELSNRRKILVKNLPQDSSSQEVHELLQDYELKYCYVDRNKRTAFVTLLNGEQAQSAIQRFHQFSFRGRELTVQLQPTDALLCITNLPISFTLEEFEELVRAYGNIERCFLVYSEVTGHSKGYGFVEYMKKDFAAKARLELLGRQMGASALFAQWMDVNLLASELIHSKCLCIDKLPSDYSDSEELLQLFSGIHKPVFCQLAQDEGSHGGGFAVVEYSTAEHAEEVQQVADGITIKGSQVQLSFCAPGA.... Result: 0 (no interaction). (6) The miRNA is cel-lin-4-5p with sequence UCCCUGAGACCUCAAGUGUGA. The protein sequence of the target gene is MAETEALSKLREDFRMQNKSVFILGASGETGRVLLKEILEQGLFSKVTLIGRRKLTFDEEAYKNVNQEVVDFEKLDDYASAFQGHDVGFCCLGTTRGKAGAEGFVRVDRDYVLKSAELAKAGGCKHFNLLSSKGADKSSNFLYLQVKGEVEAKVEELKFDRYSVFRPGVLLCDRQESRPGEWLVRKFFGSLPDSWASGHSVPVVTVVRAMLNNVVRPRDKQMELLENKAIHDLGKAHGSLKP. Result: 0 (no interaction). (7) The miRNA is hsa-miR-377-3p with sequence AUCACACAAAGGCAACUUUUGU. The protein sequence of the target gene is MAELQLDPAMAGLGGGGGSGVGDGGGPVRGPPSPRPAGPTPRGHGRPAAAVAQPLEPGPGPPERAGGGGAARWVRLNVGGTYFVTTRQTLGREPKSFLCRLCCQEDPELDSDKDETGAYLIDRDPTYFGPILNYLRHGKLIITKELAEEGVLEEAEFYNIASLVRLVKERIRDNENRTSQGPVKHVYRVLQCQEEELTQMVSTMSDGWKFEQLISIGSSYNYGNEDQAEFLCVVSRELNNSTNGIVIEPSEKAKILQERGSRM. Result: 1 (interaction). (8) The miRNA is bta-miR-20b with sequence CAAAGUGCUCACAGUGCAGGUA. The protein sequence of the target gene is MENSDSNDKGSDQSAAQRRSQMDRLDREEAFYQFVNNLSEEDYRLMRDNNLLGTPGESTEEELLRRLQQIKEGPPPQSPDENRAGESSDDVTNSDSIIDWLNSVRQTGNTTRSGQRGNQSWRAVSRTNPNSGDFRFSLEINVNRNNGSQTSENESEPSTRRLSVENMESSSQRQMENSASESASARPSRAERNSAEAVTEVPTTRAQRRARSRSPEHRRTRARAERSRSPLQPTSEIPRRAPTLEQSSENEPEGSSRTRHHVTLRQQISGPELLGRGLFAASGSRNPSQGTSSSDTGSNS.... Result: 0 (no interaction). (9) The miRNA is hsa-miR-1255b-5p with sequence CGGAUGAGCAAAGAAAGUGGUU. The protein sequence of the target gene is MTQQGAALQNYNNELVKCIEELCQKREELCRQIQEEEDEKQRLQNEVRQLTEKLARVNENLARKIASRNEFDRTIAETEAAYLKILESSQTLLSVLKREAGNLTKATAPDQKSSGGRDS. Result: 0 (no interaction).